Dataset: Full USPTO retrosynthesis dataset with 1.9M reactions from patents (1976-2016). Task: Predict the reactants needed to synthesize the given product. (1) Given the product [N:19]1([CH2:18][CH2:17][O:14][C:7]2[C:8]3[C:13](=[CH:12][CH:11]=[CH:10][CH:9]=3)[C:4]([N+:1]([O-:3])=[O:2])=[CH:5][CH:6]=2)[CH2:24][CH2:23][O:22][CH2:21][CH2:20]1, predict the reactants needed to synthesize it. The reactants are: [N+:1]([C:4]1[C:13]2[C:8](=[CH:9][CH:10]=[CH:11][CH:12]=2)[C:7]([OH:14])=[CH:6][CH:5]=1)([O-:3])=[O:2].Cl.Cl[CH2:17][CH2:18][N:19]1[CH2:24][CH2:23][O:22][CH2:21][CH2:20]1.[OH-].[Na+].C([O-])([O-])=O.[K+].[K+]. (2) The reactants are: [CH:1]1[CH:6]=[C:5]2[C:7](Br)=[CH:8][S:9][C:4]2=[CH:3][CH:2]=1.CN([CH:14]=[O:15])C.C[CH2:17][O:18]CC. Given the product [S:9]1[C:4]2[CH:3]=[CH:2][CH:1]=[CH:6][C:5]=2[C:7]([CH:17]=[O:18])=[C:8]1[CH:14]=[O:15], predict the reactants needed to synthesize it. (3) The reactants are: CC1C=CC(S(O[CH2:12][C:13]2[N:18]=[C:17]([N:19]3[CH2:23][CH2:22][CH2:21][CH:20]3[C:24]3[O:28][N:27]=[C:26]([C:29]4[CH:34]=[CH:33][CH:32]=[CH:31][N:30]=4)[CH:25]=3)[N:16]=[C:15]([NH:35][CH:36]3[CH:40]=[C:39]([CH3:41])[NH:38][N:37]3S(C3C=CC(C)=CC=3)(=O)=O)[CH:14]=2)(=O)=O)=CC=1.[CH3:52][NH2:53].C1COCC1. Given the product [CH3:52][NH:53][CH2:12][C:13]1[N:18]=[C:17]([N:19]2[CH2:23][CH2:22][CH2:21][CH:20]2[C:24]2[O:28][N:27]=[C:26]([C:29]3[CH:34]=[CH:33][CH:32]=[CH:31][N:30]=3)[CH:25]=2)[N:16]=[C:15]([NH:35][C:36]2[CH:40]=[C:39]([CH3:41])[NH:38][N:37]=2)[CH:14]=1, predict the reactants needed to synthesize it.